From a dataset of Experimentally validated miRNA-target interactions with 360,000+ pairs, plus equal number of negative samples. Binary Classification. Given a miRNA mature sequence and a target amino acid sequence, predict their likelihood of interaction. (1) The miRNA is hsa-miR-631 with sequence AGACCUGGCCCAGACCUCAGC. The protein sequence of the target gene is MSDTRRRVKVYTLNEDRQWDDRGTGHVSSTYVEELKGMSLLVRAESDGSLLLESKINPNTAYQKQQDTLIVWSEAENYDLALSFQEKAGCDEIWEKICQVQGKDPSVEVTQDLIDESEEERFEEMPETSHLIDLPACELSKLEEIADLVTSVLSSPIRREKLALALENEGYIKKLLQLFQACENLENTEGLHHLYEIIRGILFLNKATLFEVMFSDECIMDVVGCLEYDPALAQPKRHREFLTKTAKFKEVIPITDSELRQKIHQTYRVQYIQDIILPTPSVFEENFLSTLTSFIFFNKV.... Result: 0 (no interaction). (2) The miRNA is hsa-miR-4292 with sequence CCCCUGGGCCGGCCUUGG. The protein sequence of the target gene is MIRGRAPRTRPSPPPPLLPLLSLSLLLLSPTVRGDCGPPPDIPNARPILGRHSKFAEQSKVAYSCNNGFKQVPDKSNIVVCLENGQWSSHETFCEKSCVAPERLSFASLKKEYLNMNFFPVGTIVEYECRPGFRKQPPLPGKATCLEDLVWSPVAQFCKKKSCPNPKDLDNGHINIPTGILFGSEINFSCNPGYRLVGVSSTFCSVTGNTVDWDDEFPVCTEIHCPEPPKINNGIMRGESDSYTYSQVVTYSCDKGFILVGNASIYCTVSKSDVGQWSSPPPRCIEKSKVPTKKPTINVP.... Result: 0 (no interaction).